This data is from Catalyst prediction with 721,799 reactions and 888 catalyst types from USPTO. The task is: Predict which catalyst facilitates the given reaction. (1) Reactant: [N:1]1([C:6](=O)[CH2:7][C:8]2[C:12]3=[N:13][CH:14]=[CH:15][CH:16]=[C:11]3[NH:10][CH:9]=2)[CH2:5][CH2:4][CH2:3][CH2:2]1.[H-].[Al+3].[Li+].[H-].[H-].[H-]. Product: [N:1]1([CH2:6][CH2:7][C:8]2[C:12]3=[N:13][CH:14]=[CH:15][CH:16]=[C:11]3[NH:10][CH:9]=2)[CH2:5][CH2:4][CH2:3][CH2:2]1. The catalyst class is: 7. (2) Reactant: C[C:2]([C:12]1[CH:17]=[CH:16][C:15]([S:18]([CH3:21])(=[O:20])=[O:19])=[CH:14][CH:13]=1)([CH2:6][CH:7]1[CH2:11][CH2:10][CH2:9][CH2:8]1)[C:3]([OH:5])=[O:4].[OH-].[Na+]. Product: [CH:7]1([CH2:6][CH:2]([C:12]2[CH:17]=[CH:16][C:15]([S:18]([CH3:21])(=[O:20])=[O:19])=[CH:14][CH:13]=2)[C:3]([OH:5])=[O:4])[CH2:11][CH2:10][CH2:9][CH2:8]1. The catalyst class is: 5. (3) Reactant: [Si]([O:8][C@H:9]1[CH2:13][N:12]([CH3:14])[C@H:11](/[CH:15]=[CH:16]/[C:17]([NH:19][C:20]2[CH:21]=[C:22]3[C:27](=[CH:28][C:29]=2[O:30][CH2:31][CH3:32])[N:26]=[CH:25][C:24]([C:33]#[N:34])=[C:23]3[NH:35][C:36]2[CH:41]=[CH:40][C:39]([O:42][CH2:43][C:44]3[CH:49]=[CH:48][CH:47]=[CH:46][N:45]=3)=[C:38]([Cl:50])[CH:37]=2)=[O:18])[CH2:10]1)(C(C)(C)C)(C)C.[F-].C([N+](CCCC)(CCCC)CCCC)CCC.O. Product: [Cl:50][C:38]1[CH:37]=[C:36]([NH:35][C:23]2[C:22]3[C:27](=[CH:28][C:29]([O:30][CH2:31][CH3:32])=[C:20]([NH:19][C:17](=[O:18])/[CH:16]=[CH:15]/[C@@H:11]4[CH2:10][C@@H:9]([OH:8])[CH2:13][N:12]4[CH3:14])[CH:21]=3)[N:26]=[CH:25][C:24]=2[C:33]#[N:34])[CH:41]=[CH:40][C:39]=1[O:42][CH2:43][C:44]1[CH:49]=[CH:48][CH:47]=[CH:46][N:45]=1. The catalyst class is: 7.